Dataset: Catalyst prediction with 721,799 reactions and 888 catalyst types from USPTO. Task: Predict which catalyst facilitates the given reaction. (1) Reactant: [F:1][C:2]([F:14])([F:13])[O:3][C:4]1[CH:9]=[CH:8][C:7]([C:10](Cl)=[O:11])=[CH:6][CH:5]=1.[NH2:15][C:16]1[CH:21]=[CH:20][C:19]([C:22]2[C:30]3[C:25](=[N:26][CH:27]=[N:28][C:29]=3[NH2:31])[N:24]([CH:32]3[CH2:37][CH2:36][N:35]([CH3:38])[CH2:34][CH2:33]3)[N:23]=2)=[CH:18][C:17]=1[O:39][CH3:40].FC(F)(F)C1C=CC(C(Cl)=O)=CC=1. Product: [NH2:31][C:29]1[N:28]=[CH:27][N:26]=[C:25]2[N:24]([CH:32]3[CH2:37][CH2:36][N:35]([CH3:38])[CH2:34][CH2:33]3)[N:23]=[C:22]([C:19]3[CH:20]=[CH:21][C:16]([NH:15][C:10](=[O:11])[C:7]4[CH:8]=[CH:9][C:4]([O:3][C:2]([F:14])([F:13])[F:1])=[CH:5][CH:6]=4)=[C:17]([O:39][CH3:40])[CH:18]=3)[C:30]=12. The catalyst class is: 272. (2) Reactant: Cl[C:2]1[CH:7]=[CH:6][C:5]([N+:8]([O-:10])=[O:9])=[CH:4][N:3]=1.[NH:11]1[CH2:15][CH2:14][CH2:13][CH2:12]1. Product: [N+:8]([C:5]1[CH:6]=[CH:7][C:2]([N:11]2[CH2:15][CH2:14][CH2:13][CH2:12]2)=[N:3][CH:4]=1)([O-:10])=[O:9]. The catalyst class is: 8.